Dataset: Forward reaction prediction with 1.9M reactions from USPTO patents (1976-2016). Task: Predict the product of the given reaction. (1) Given the reactants [F:1][C:2]1[CH:10]=[C:9]2[C:5]([C:6]([C:20]3[CH:21]=[N:22][NH:23][CH:24]=3)=[CH:7][N:8]2S(C2C=CC=CC=2)(=O)=O)=[CH:4][CH:3]=1.I[CH:26]1[CH2:29][N:28]([C:30]([O:32][C:33]([CH3:36])([CH3:35])[CH3:34])=[O:31])[CH2:27]1.[H-].[Na+].[OH-].[Na+], predict the reaction product. The product is: [F:1][C:2]1[CH:10]=[C:9]2[C:5]([C:6]([C:20]3[CH:24]=[N:23][N:22]([CH:26]4[CH2:27][N:28]([C:30]([O:32][C:33]([CH3:36])([CH3:35])[CH3:34])=[O:31])[CH2:29]4)[CH:21]=3)=[CH:7][NH:8]2)=[CH:4][CH:3]=1. (2) Given the reactants [C:1]([O:5][C:6](=[O:46])[CH2:7][CH:8]1[C:13]([F:15])([F:14])[CH2:12][CH:11]([C:16]2[CH:21]=[CH:20][C:19]([C:22]([F:25])([F:24])[F:23])=[CH:18][CH:17]=2)[N:10](C(OCC2C=CC=CC=2)=O)[CH:9]1[C:36]1[CH:41]=[CH:40][C:39]([C:42]([F:45])([F:44])[F:43])=[CH:38][CH:37]=1)([CH3:4])([CH3:3])[CH3:2], predict the reaction product. The product is: [F:15][C:13]1([F:14])[CH2:12][CH:11]([C:16]2[CH:21]=[CH:20][C:19]([C:22]([F:25])([F:24])[F:23])=[CH:18][CH:17]=2)[NH:10][CH:9]([C:36]2[CH:41]=[CH:40][C:39]([C:42]([F:43])([F:44])[F:45])=[CH:38][CH:37]=2)[CH:8]1[CH2:7][C:6]([O:5][C:1]([CH3:3])([CH3:2])[CH3:4])=[O:46].